From a dataset of Catalyst prediction with 721,799 reactions and 888 catalyst types from USPTO. Predict which catalyst facilitates the given reaction. (1) Reactant: Br[C:2]1[CH:3]=[N:4][C:5]([NH:8][C:9]2[CH:17]=[CH:16][C:12]([C:13]([OH:15])=[O:14])=[CH:11][CH:10]=2)=[N:6][CH:7]=1.[F:18][CH:19]([F:36])[O:20][C:21]1[CH:26]=[CH:25][C:24](B2OC(C)(C)C(C)(C)O2)=[CH:23][CH:22]=1.C([O-])([O-])=O.[K+].[K+]. Product: [F:18][CH:19]([F:36])[O:20][C:21]1[CH:26]=[CH:25][C:24]([C:2]2[CH:3]=[N:4][C:5]([NH:8][C:9]3[CH:17]=[CH:16][C:12]([C:13]([OH:15])=[O:14])=[CH:11][CH:10]=3)=[N:6][CH:7]=2)=[CH:23][CH:22]=1. The catalyst class is: 77. (2) Reactant: [CH2:1]([OH:12])[CH:2]1[O:7][CH:6]([OH:8])[CH:5]([OH:9])[CH:4]([OH:10])[CH:3]1[OH:11].C(O)C(O)C(O)C(O)C=O.[NH3:23]. Product: [C:6]([O-:8])(=[O:7])[CH:5]([CH3:4])[OH:9].[NH4+:23].[CH2:1]([OH:12])[CH:2]1[O:7][CH:6]([OH:8])[CH:5]([OH:9])[CH:4]([OH:10])[CH:3]1[OH:11]. The catalyst class is: 8. (3) Reactant: Br[C:2]1[CH:3]=[C:4]([NH:8][CH:9]([C:13]2[CH:18]=[CH:17][CH:16]=[CH:15][CH:14]=2)[C:10]([NH2:12])=[O:11])[CH:5]=[N:6][CH:7]=1.B(O)(O)[C:20]1[CH:25]=[CH:24][N:23]=[C:22]([O:26][CH3:27])[CH:21]=1.C([O-])([O-])=O.[K+].[K+]. Product: [CH3:27][O:26][C:22]1[CH:21]=[C:20]([C:2]2[CH:7]=[N:6][CH:5]=[C:4]([NH:8][CH:9]([C:13]3[CH:18]=[CH:17][CH:16]=[CH:15][CH:14]=3)[C:10]([NH2:12])=[O:11])[CH:3]=2)[CH:25]=[CH:24][N:23]=1. The catalyst class is: 108. (4) Reactant: [C:1](=O)([O-])[O-].[K+].[K+].CI.[F:9][C:10]([F:42])([F:41])[C:11]1[CH:12]=[C:13]([CH:34]=[C:35]([C:37]([F:40])([F:39])[F:38])[CH:36]=1)[CH2:14][O:15][CH2:16][C:17]([OH:33])([C:27]1[CH:32]=[CH:31][CH:30]=[CH:29][CH:28]=1)[CH2:18][CH2:19][NH:20][C:21](=[O:26])[C:22]([F:25])([F:24])[F:23]. Product: [F:9][C:10]([F:41])([F:42])[C:11]1[CH:12]=[C:13]([CH:34]=[C:35]([C:37]([F:39])([F:40])[F:38])[CH:36]=1)[CH2:14][O:15][CH2:16][C:17]([OH:33])([C:27]1[CH:32]=[CH:31][CH:30]=[CH:29][CH:28]=1)[CH2:18][CH2:19][N:20]([CH3:1])[C:21](=[O:26])[C:22]([F:24])([F:25])[F:23]. The catalyst class is: 21. (5) Reactant: Br[C:2]1[CH:3]=[C:4]([NH:8][C@H:9]([C:12]2[CH:17]=[CH:16][CH:15]=[CH:14][CH:13]=2)[CH2:10][OH:11])[CH:5]=[N:6][CH:7]=1.[Cl:18][C:19]1[C:27]2[C:22](=[CH:23][CH:24]=[C:25](B3OC(C)(C)C(C)(C)O3)[CH:26]=2)[NH:21][N:20]=1.C(=O)([O-])[O-].[K+].[K+]. Product: [Cl:18][C:19]1[C:27]2[C:22](=[CH:23][CH:24]=[C:25]([C:2]3[CH:3]=[C:4]([NH:8][C@H:9]([C:12]4[CH:17]=[CH:16][CH:15]=[CH:14][CH:13]=4)[CH2:10][OH:11])[CH:5]=[N:6][CH:7]=3)[CH:26]=2)[NH:21][N:20]=1. The catalyst class is: 108. (6) Reactant: Br[C:2]1[CH:11]=[C:10]([CH3:12])[C:9]([N+:13]([O-])=O)=[C:8]2[C:3]=1[C:4]([NH:16][C:17]1[CH:22]=[CH:21][CH:20]=[C:19]([C:23]([F:26])([F:25])[F:24])[CH:18]=1)=[N:5][CH:6]=[N:7]2. Product: [CH3:12][C:10]1[C:9]([NH2:13])=[C:8]2[C:3]([C:4]([NH:16][C:17]3[CH:22]=[CH:21][CH:20]=[C:19]([C:23]([F:26])([F:24])[F:25])[CH:18]=3)=[N:5][CH:6]=[N:7]2)=[CH:2][CH:11]=1. The catalyst class is: 50.